Dataset: Full USPTO retrosynthesis dataset with 1.9M reactions from patents (1976-2016). Task: Predict the reactants needed to synthesize the given product. (1) Given the product [Br:60][C:57]1[CH:56]=[CH:55][C:54]([C:52](=[O:53])[CH2:51][NH:50][C:14]([CH:13]2[CH2:12][C:11]3([CH2:21][CH2:20][O:19][CH2:18][CH2:17]3)[CH2:10][N:9]2[C:7](=[O:8])[C@@H:6]([NH:5][C:3](=[O:4])[O:2][CH3:1])[CH:22]([CH3:24])[CH3:23])=[O:16])=[CH:59][CH:58]=1, predict the reactants needed to synthesize it. The reactants are: [CH3:1][O:2][C:3]([NH:5][C@@H:6]([CH:22]([CH3:24])[CH3:23])[C:7]([N:9]1[CH:13]([C:14]([OH:16])=O)[CH2:12][C:11]2([CH2:21][CH2:20][O:19][CH2:18][CH2:17]2)[CH2:10]1)=[O:8])=[O:4].CN(C(ON1N=NC2C=CC=NC1=2)=[N+](C)C)C.F[P-](F)(F)(F)(F)F.Cl.[NH2:50][CH2:51][C:52]([C:54]1[CH:59]=[CH:58][C:57]([Br:60])=[CH:56][CH:55]=1)=[O:53].CCN(C(C)C)C(C)C. (2) Given the product [Cl:13][C:12]1[CH:11]=[C:10]2[C:9](=[CH:8][C:7]=1[Cl:6])[C:14]1([CH2:19][CH2:18][O:17][CH2:16][CH2:15]1)[C:20](=[O:21])[C:22]([C:28]([O:30][CH2:31][CH3:32])=[O:29])=[C:23]2[OH:24], predict the reactants needed to synthesize it. The reactants are: OS(O)(=O)=O.[Cl:6][C:7]1[CH:8]=[C:9]([C:14]2([C:20]([CH:22]([C:28]([O:30][CH2:31][CH3:32])=[O:29])[C:23](OCC)=[O:24])=[O:21])[CH2:19][CH2:18][O:17][CH2:16][CH2:15]2)[CH:10]=[CH:11][C:12]=1[Cl:13]. (3) Given the product [CH2:22]([C:4]1([N:3]([CH3:2])[CH3:29])[CH2:5][CH2:6][CH:7]([C:10]2[NH:11][C:12]3[C:17]([C:18]=2[CH:19]2[CH2:21][CH2:20]2)=[CH:16][CH:15]=[CH:14][CH:13]=3)[CH2:8][CH2:9]1)[C:23]1[CH:24]=[CH:25][CH:26]=[CH:27][CH:28]=1, predict the reactants needed to synthesize it. The reactants are: Cl.[CH3:2][N:3]([CH3:29])[C:4]1([CH2:22][C:23]2[CH:28]=[CH:27][CH:26]=[CH:25][CH:24]=2)[CH2:9][CH2:8][C:7]([C:10]2[NH:11][C:12]3[C:17]([C:18]=2[CH:19]2[CH2:21][CH2:20]2)=[CH:16][CH:15]=[CH:14][CH:13]=3)=[CH:6][CH2:5]1. (4) Given the product [NH2:2][CH2:1][C:3]1[CH:4]=[C:5]([CH2:27][C:28]([O:30][C:31]([CH3:34])([CH3:33])[CH3:32])=[O:29])[CH:6]=[CH:7][C:8]=1[O:9][C:10]1[CH:11]=[CH:12][C:13]([NH:16][C:17](=[O:26])[C:18]2[CH:23]=[CH:22][C:21]([Cl:24])=[C:20]([Cl:25])[CH:19]=2)=[CH:14][CH:15]=1, predict the reactants needed to synthesize it. The reactants are: [C:1]([C:3]1[CH:4]=[C:5]([CH2:27][C:28]([O:30][C:31]([CH3:34])([CH3:33])[CH3:32])=[O:29])[CH:6]=[CH:7][C:8]=1[O:9][C:10]1[CH:15]=[CH:14][C:13]([NH:16][C:17](=[O:26])[C:18]2[CH:23]=[CH:22][C:21]([Cl:24])=[C:20]([Cl:25])[CH:19]=2)=[CH:12][CH:11]=1)#[N:2].C(OCC)(=O)C. (5) Given the product [C:45]1([C@H:51]2[CH2:55][CH2:54][CH2:53][C@H:52]2[N:38]2[C:34](=[O:44])[C:35]3[C:36](=[CH:40][CH:41]=[CH:42][CH:43]=3)[C:37]2=[O:39])[CH:50]=[CH:49][CH:48]=[CH:47][CH:46]=1, predict the reactants needed to synthesize it. The reactants are: N(C(OC(C)C)=O)=NC(OC(C)C)=O.C1(P(C2C=CC=CC=2)C2C=CC=CC=2)C=CC=CC=1.[C:34]1(=[O:44])[NH:38][C:37](=[O:39])[C:36]2=[CH:40][CH:41]=[CH:42][CH:43]=[C:35]12.[C:45]1([C@@H:51]2[CH2:55][CH2:54][CH2:53][C@H:52]2O)[CH:50]=[CH:49][CH:48]=[CH:47][CH:46]=1. (6) The reactants are: [Br:1][CH2:2][C:3]1[CH:8]=[CH:7][C:6]([CH2:9][C:10]([OH:12])=[O:11])=[CH:5][CH:4]=1.[CH2:13](O)[C:14]1[CH:19]=[CH:18][CH:17]=[CH:16][CH:15]=1.CC(C)N=C=NC(C)C. Given the product [Br:1][CH2:2][C:3]1[CH:4]=[CH:5][C:6]([CH2:9][C:10]([O:12][CH2:13][C:14]2[CH:19]=[CH:18][CH:17]=[CH:16][CH:15]=2)=[O:11])=[CH:7][CH:8]=1, predict the reactants needed to synthesize it.